Dataset: Full USPTO retrosynthesis dataset with 1.9M reactions from patents (1976-2016). Task: Predict the reactants needed to synthesize the given product. (1) Given the product [F:9][C:10]([F:21])([F:20])[C:11]1[CH:16]=[CH:15][C:14]([C:2]2[CH:7]=[CH:6][N+:5]([O-:8])=[CH:4][CH:3]=2)=[CH:13][CH:12]=1, predict the reactants needed to synthesize it. The reactants are: Cl[C:2]1[CH:7]=[CH:6][N+:5]([O-:8])=[CH:4][CH:3]=1.[F:9][C:10]([F:21])([F:20])[C:11]1[CH:16]=[CH:15][C:14](B(O)O)=[CH:13][CH:12]=1.C(=O)([O-])[O-].[Na+].[Na+]. (2) Given the product [CH2:8]([O:7][C:5]([O:3][NH:2][C:10](=[O:13])[O:11][CH2:19][CH3:20])=[O:6])[CH3:9], predict the reactants needed to synthesize it. The reactants are: Cl.[NH2:2][OH:3].Cl[C:5]([O:7][CH2:8][CH3:9])=[O:6].[C:10](=[O:13])([O-])[O-:11].[Na+].[Na+].C(O[CH2:19][CH3:20])C.